Dataset: Forward reaction prediction with 1.9M reactions from USPTO patents (1976-2016). Task: Predict the product of the given reaction. (1) Given the reactants [CH3:1][O:2][CH2:3][O:4][C:5]1[CH:10]=[CH:9][C:8]([CH:11]=[CH:12][C:13]#[N:14])=[CH:7][CH:6]=1.Cl.Cl.[CH3:17][O:18][C:19]1[CH:24]=[CH:23][C:22]([NH:25][NH2:26])=[CH:21][N:20]=1, predict the reaction product. The product is: [CH3:1][O:2][CH2:3][O:4][C:5]1[CH:10]=[CH:9][C:8]([CH:11]2[N:25]([C:22]3[CH:21]=[N:20][C:19]([O:18][CH3:17])=[CH:24][CH:23]=3)[N:26]=[C:13]([NH2:14])[CH2:12]2)=[CH:7][CH:6]=1. (2) Given the reactants [CH3:1][O:2][C:3]1[CH:10]=[CH:9][C:8]([O:11][C:12]2[C:20]([CH3:21])=[CH:19][C:18]([N+:22]([O-:24])=[O:23])=[C:17]3[C:13]=2[CH2:14][CH2:15][CH2:16]3)=[CH:7][C:4]=1[CH:5]=[O:6].CC(=CC)C.Cl([O-])=[O:31].[Na+].P([O-])([O-])(O)=O.[Na+].[Na+], predict the reaction product. The product is: [CH3:1][O:2][C:3]1[CH:10]=[CH:9][C:8]([O:11][C:12]2[C:20]([CH3:21])=[CH:19][C:18]([N+:22]([O-:24])=[O:23])=[C:17]3[C:13]=2[CH2:14][CH2:15][CH2:16]3)=[CH:7][C:4]=1[C:5]([OH:31])=[O:6]. (3) Given the reactants [CH2:1]([O:3][C:4]([C:6]1[CH:15]=[CH:14][C:13]2[C:12](=[O:16])[CH2:11][CH2:10][CH2:9][C:8]=2[N:7]=1)=[O:5])[CH3:2].[CH:17]1([CH:22]=O)[CH2:21][CH2:20][CH2:19][CH2:18]1, predict the reaction product. The product is: [CH:17]1(/[CH:22]=[C:11]2/[C:12](=[O:16])[C:13]3[CH:14]=[CH:15][C:6]([C:4]([O:3][CH2:1][CH3:2])=[O:5])=[N:7][C:8]=3[CH2:9][CH2:10]/2)[CH2:21][CH2:20][CH2:19][CH2:18]1. (4) Given the reactants [CH3:1][O:2][C:3]1[CH:4]=[C:5]([C:9]2[N:10]=[C:11]3[CH:16]=[CH:15][C:14]([B:17]4[O:21]C(C)(C)C(C)(C)[O:18]4)=[CH:13][N:12]3[CH:26]=2)[CH:6]=[CH:7][CH:8]=1.[ClH:27], predict the reaction product. The product is: [ClH:27].[CH3:1][O:2][C:3]1[CH:4]=[C:5]([C:9]2[N:10]=[C:11]3[CH:16]=[CH:15][C:14]([B:17]([OH:21])[OH:18])=[CH:13][N:12]3[CH:26]=2)[CH:6]=[CH:7][CH:8]=1. (5) Given the reactants C(OC(C1C(O)=C2C([Cl:15])=C(C3C=CC(F)=CC=3)N(C3C=CC(F)=CC=3)C2=CN=1)=O)C.[CH2:31]([O:33][C:34]([C:36]1[C:37]([OH:58])=[C:38]2[C:44]([C:45]3[CH:50]=[CH:49][CH:48]=[CH:47][CH:46]=3)=[CH:43][N:42]([C:51]3[CH:56]=[CH:55][C:54]([F:57])=[CH:53][CH:52]=3)[C:39]2=[CH:40][N:41]=1)=[O:35])[CH3:32], predict the reaction product. The product is: [CH2:31]([O:33][C:34]([C:36]1[C:37]([OH:58])=[C:38]2[C:44]([C:45]3[CH:46]=[CH:47][CH:48]=[CH:49][CH:50]=3)=[CH:43][N:42]([C:51]3[CH:52]=[CH:53][C:54]([F:57])=[CH:55][CH:56]=3)[C:39]2=[C:40]([Cl:15])[N:41]=1)=[O:35])[CH3:32]. (6) Given the reactants Cl[C:2]1[CH:7]=[C:6]([C:8]2[CH:13]=[CH:12][C:11]([C:14]([F:17])([F:16])[F:15])=[CH:10][CH:9]=2)[N:5]=[CH:4][N:3]=1.[NH2:18][C:19]1[CH:20]=[C:21]2[C:25](=[CH:26][CH:27]=1)[CH2:24][CH:23]([NH:28]C(=O)OC(C)(C)C)[CH2:22]2, predict the reaction product. The product is: [F:15][C:14]([F:17])([F:16])[C:11]1[CH:12]=[CH:13][C:8]([C:6]2[N:5]=[CH:4][N:3]=[C:2]([NH:18][C:19]3[CH:20]=[C:21]4[C:25](=[CH:26][CH:27]=3)[CH2:24][CH:23]([NH2:28])[CH2:22]4)[CH:7]=2)=[CH:9][CH:10]=1.